Dataset: Forward reaction prediction with 1.9M reactions from USPTO patents (1976-2016). Task: Predict the product of the given reaction. (1) Given the reactants [CH3:1][C:2]1[CH:7]=[C:6]([CH3:8])[N:5]=[C:4]([S:9][C:10]2[CH:15]=[CH:14][C:13]([OH:16])=[CH:12][CH:11]=2)[N:3]=1.[CH3:17][N:18]([C:22]1[CH:27]=[CH:26][CH:25]=[CH:24][CH:23]=1)[C:19](Cl)=[O:20], predict the reaction product. The product is: [CH3:1][C:2]1[CH:7]=[C:6]([CH3:8])[N:5]=[C:4]([S:9][C:10]2[CH:15]=[CH:14][C:13]([O:16][C:19](=[O:20])[N:18]([CH3:17])[C:22]3[CH:27]=[CH:26][CH:25]=[CH:24][CH:23]=3)=[CH:12][CH:11]=2)[N:3]=1. (2) Given the reactants [F:1][C:2]([F:27])([F:26])[O:3][CH:4]1[CH2:7][N:6]([C:8]2[N:13]=[CH:12][N:11]=[C:10]([CH2:14][N:15]3C(=O)C4C(=CC=CC=4)C3=O)[CH:9]=2)[CH2:5]1.O.NN, predict the reaction product. The product is: [F:27][C:2]([F:1])([F:26])[O:3][CH:4]1[CH2:5][N:6]([C:8]2[N:13]=[CH:12][N:11]=[C:10]([CH2:14][NH2:15])[CH:9]=2)[CH2:7]1.